This data is from CYP2C9 inhibition data for predicting drug metabolism from PubChem BioAssay. The task is: Regression/Classification. Given a drug SMILES string, predict its absorption, distribution, metabolism, or excretion properties. Task type varies by dataset: regression for continuous measurements (e.g., permeability, clearance, half-life) or binary classification for categorical outcomes (e.g., BBB penetration, CYP inhibition). Dataset: cyp2c9_veith. (1) The molecule is COC(=O)CSc1nnc(-c2ccccc2OC)n1-c1ccc(C)cc1. The result is 0 (non-inhibitor). (2) The compound is O[Si@](CCCN1CCCCC1)(c1ccc(F)cc1)C1CCCCC1. The result is 0 (non-inhibitor). (3) The drug is COc1cc2ccccc2c2cc([N+](=O)[O-])oc12. The result is 0 (non-inhibitor). (4) The molecule is CCNC[C@H](O)c1cccc(O)c1. The result is 0 (non-inhibitor). (5) The molecule is COc1cc(/C=C2\SC(=S)N(Nc3ccccc3)C2=O)cc(OC)c1OC. The result is 1 (inhibitor). (6) The compound is O=C(Oc1ccc([N+](=O)[O-])cc1)N1CCC(N2CCCCC2)CC1. The result is 0 (non-inhibitor). (7) The drug is CN(C)S(=O)(=O)c1ccc(NC(=O)c2c(F)cccc2Cl)cc1. The result is 1 (inhibitor). (8) The drug is Cc1c(NC(=O)CSc2nnnn2C)c(=O)n(-c2ccccc2)n1C. The result is 0 (non-inhibitor).